This data is from Full USPTO retrosynthesis dataset with 1.9M reactions from patents (1976-2016). The task is: Predict the reactants needed to synthesize the given product. (1) Given the product [CH2:12]([CH:3]([CH2:1][CH3:2])[CH2:4][CH:5]1[CH2:6][CH:7]([C:9]([OH:11])=[O:10])[CH2:8]1)[CH3:13], predict the reactants needed to synthesize it. The reactants are: [CH2:1]([CH:3]([CH2:12][CH3:13])[CH2:4][CH:5]1[CH2:8][C:7]([C:9]([OH:11])=[O:10])=[CH:6]1)[CH3:2]. (2) Given the product [F:8][C:6]1[CH:7]=[C:2]([F:1])[N:3]=[C:4]([O:9][C@@H:10]2[CH2:11][CH2:14][O:13][CH2:12]2)[N:5]=1, predict the reactants needed to synthesize it. The reactants are: [F:1][C:2]1[CH:7]=[C:6]([F:8])[N:5]=[C:4]([O:9][CH2:10][C:11]2(C)[CH2:14][O:13][CH2:12]2)[N:3]=1.CC1(CO)COC1.FC1N=C(F)C=C(O[C@@H]2CCOC2)N=1.